Dataset: Forward reaction prediction with 1.9M reactions from USPTO patents (1976-2016). Task: Predict the product of the given reaction. (1) Given the reactants [O:1]1[C:5]([C:6](O)=[O:7])=[CH:4][C:3]2[CH:9]=[CH:10][CH:11]=[CH:12][C:2]1=2.P(Cl)(Cl)(Cl)(Cl)[Cl:14].[NH:19]1[C:27]2[C:22](=[CH:23][CH:24]=[CH:25][CH:26]=2)[CH:21]=[C:20]1[C:28]([OH:30])=O.CCOCC, predict the reaction product. The product is: [O:1]1[C:5]([C:6]([Cl:14])=[O:7])=[CH:4][C:3]2[CH:9]=[CH:10][CH:11]=[CH:12][C:2]1=2.[NH:19]1[C:27]2[C:22](=[CH:23][CH:24]=[CH:25][CH:26]=2)[CH:21]=[C:20]1[C:28]([Cl:14])=[O:30]. (2) Given the reactants Br[C:2]1[CH:7]=[CH:6][C:5]([Cl:8])=[C:4]([F:9])[C:3]=1[O:10][CH3:11].[CH3:12][C:13]1([CH3:29])[C:17]([CH3:19])([CH3:18])[O:16][B:15]([B:15]2[O:16][C:17]([CH3:19])([CH3:18])[C:13]([CH3:29])([CH3:12])[O:14]2)[O:14]1.C([O-])(=O)C.[K+], predict the reaction product. The product is: [Cl:8][C:5]1[CH:6]=[CH:7][C:2]([B:15]2[O:16][C:17]([CH3:19])([CH3:18])[C:13]([CH3:29])([CH3:12])[O:14]2)=[C:3]([O:10][CH3:11])[C:4]=1[F:9].